This data is from Catalyst prediction with 721,799 reactions and 888 catalyst types from USPTO. The task is: Predict which catalyst facilitates the given reaction. (1) The catalyst class is: 10. Product: [Br:1][C:2]1[CH:7]=[CH:6][C:5]([N:8]2[C:9]([CH3:10])=[N:17][N:16]=[N:15]2)=[C:4]([N+:12]([O-:14])=[O:13])[CH:3]=1. Reactant: [Br:1][C:2]1[CH:7]=[CH:6][C:5]([NH:8][C:9](=O)[CH3:10])=[C:4]([N+:12]([O-:14])=[O:13])[CH:3]=1.[N-:15]=[N+:16]=[N-:17].[Na+].FC(F)(F)S(OS(C(F)(F)F)(=O)=O)(=O)=O. (2) Product: [CH3:1][N:2]1[CH:6]=[C:5]([C:7]2[CH:12]=[CH:11][C:10]([C:13]3[C:22]4[C:17](=[CH:18][CH:19]=[C:20]([N:23]5[CH2:27][CH2:26][C:25](=[O:28])[CH2:24]5)[CH:21]=4)[CH:16]=[N:15][CH:14]=3)=[CH:9][CH:8]=2)[CH:4]=[N:3]1. The catalyst class is: 16. Reactant: [CH3:1][N:2]1[CH:6]=[C:5]([C:7]2[CH:12]=[CH:11][C:10]([C:13]3[C:22]4[C:17](=[CH:18][CH:19]=[C:20]([N:23]5[CH2:27][CH2:26][CH:25]([OH:28])[CH2:24]5)[CH:21]=4)[CH:16]=[N:15][CH:14]=3)=[CH:9][CH:8]=2)[CH:4]=[N:3]1.C(N(CC)CC)C. (3) Reactant: Br[C:2]1[CH:7]=[CH:6][C:5]([N:8]2[CH2:13][CH2:12][C:11]3([CH2:18][CH2:17][N:16]([CH:19]4[CH2:22][CH2:21][CH2:20]4)[CH2:15][CH2:14]3)[CH2:10][CH2:9]2)=[CH:4][CH:3]=1.[B:23]1([B:23]2[O:27][C:26]([CH3:29])([CH3:28])[C:25]([CH3:31])([CH3:30])[O:24]2)[O:27][C:26]([CH3:29])([CH3:28])[C:25]([CH3:31])([CH3:30])[O:24]1.C(Cl)(Cl)Cl.CC([O-])=O.[K+]. Product: [CH:19]1([N:16]2[CH2:17][CH2:18][C:11]3([CH2:12][CH2:13][N:8]([C:5]4[CH:6]=[CH:7][C:2]([B:23]5[O:27][C:26]([CH3:29])([CH3:28])[C:25]([CH3:31])([CH3:30])[O:24]5)=[CH:3][CH:4]=4)[CH2:9][CH2:10]3)[CH2:14][CH2:15]2)[CH2:22][CH2:21][CH2:20]1. The catalyst class is: 12. (4) Reactant: [CH3:1][C:2]1[N:7]=[C:6]([N+:8]([O-])=O)[C:5]([OH:11])=[CH:4][CH:3]=1. Product: [NH2:8][C:6]1[C:5]([OH:11])=[CH:4][CH:3]=[C:2]([CH3:1])[N:7]=1. The catalyst class is: 153. (5) Reactant: Cl.[NH2:2][C:3]1[CH:8]=[CH:7][C:6]([C:9]2[CH:17]=[C:16]3[C:12]([C:13]([NH:18][C:19]([C:21]4[CH:25]=[CH:24][S:23][CH:22]=4)=[O:20])=[N:14][NH:15]3)=[CH:11][CH:10]=2)=[CH:5][CH:4]=1.[Cl:26][C:27]1[C:32]([Cl:33])=[CH:31][CH:30]=[CH:29][C:28]=1[S:34](Cl)(=[O:36])=[O:35]. Product: [Cl:26][C:27]1[C:32]([Cl:33])=[CH:31][CH:30]=[CH:29][C:28]=1[S:34]([NH:2][C:3]1[CH:4]=[CH:5][C:6]([C:9]2[CH:17]=[C:16]3[C:12]([C:13]([NH:18][C:19]([C:21]4[CH:25]=[CH:24][S:23][CH:22]=4)=[O:20])=[N:14][NH:15]3)=[CH:11][CH:10]=2)=[CH:7][CH:8]=1)(=[O:36])=[O:35]. The catalyst class is: 529. (6) Reactant: [F:1][C:2]1[CH:7]=[C:6]([F:8])[CH:5]=[CH:4][C:3]=1[C@:9]12[CH2:18][O:17][C@@H:16]([C:19]3[O:20][CH:21]=[C:22]([CH3:24])[N:23]=3)[CH2:15][C@H:14]1[CH2:13][S:12][C:11]([NH:25]C(=O)C1C=CC=CC=1)=[N:10]2.N12CCCN=C1CCCCC2.C(=O)(O)[O-].[Na+]. Product: [F:1][C:2]1[CH:7]=[C:6]([F:8])[CH:5]=[CH:4][C:3]=1[C@:9]12[CH2:18][O:17][C@@H:16]([C:19]3[O:20][CH:21]=[C:22]([CH3:24])[N:23]=3)[CH2:15][C@H:14]1[CH2:13][S:12][C:11]([NH2:25])=[N:10]2. The catalyst class is: 5.